From a dataset of Reaction yield outcomes from USPTO patents with 853,638 reactions. Predict the reaction yield, written as a fraction of the theoretical maximum amount of product (1.0 means a 100% yield; for example, 0.34 means a 34% yield). The reactants are [CH:1]1([C@:7]2([NH:31]S(C(C)(C)C)=O)[C:15]3[C:10](=[CH:11][CH:12]=[C:13]([C:16]4[C:17]([CH3:22])=[N:18][O:19][C:20]=4[CH3:21])[CH:14]=3)[N:9](C(OC(C)(C)C)=O)[C:8]2=[O:30])[CH2:6][CH2:5][CH2:4][CH2:3][CH2:2]1.Cl. The catalyst is O1CCOCC1. The product is [NH2:31][C@@:7]1([CH:1]2[CH2:6][CH2:5][CH2:4][CH2:3][CH2:2]2)[C:15]2[C:10](=[CH:11][CH:12]=[C:13]([C:16]3[C:17]([CH3:22])=[N:18][O:19][C:20]=3[CH3:21])[CH:14]=2)[NH:9][C:8]1=[O:30]. The yield is 0.650.